Dataset: Reaction yield outcomes from USPTO patents with 853,638 reactions. Task: Predict the reaction yield, written as a fraction of the theoretical maximum amount of product (1.0 means a 100% yield; for example, 0.34 means a 34% yield). (1) The reactants are [O:1]=[C:2]1[C:11]2[C:6](=[CH:7][CH:8]=[CH:9][CH:10]=2)[N:5]=[C:4]([CH2:12][CH2:13][CH2:14][C:15]([OH:17])=O)[NH:3]1.FC(F)(F)C(O)=O.[CH3:25][C:26]1[CH:27]=[CH:28][C:29]2[NH:33][C:32](=[O:34])[N:31]([CH:35]3[CH2:40][CH2:39][NH:38][CH2:37][CH2:36]3)[C:30]=2[CH:41]=1. No catalyst specified. The product is [CH3:25][C:26]1[CH:27]=[CH:28][C:29]2[NH:33][C:32](=[O:34])[N:31]([CH:35]3[CH2:40][CH2:39][N:38]([C:15](=[O:17])[CH2:14][CH2:13][CH2:12][C:4]4[NH:3][C:2](=[O:1])[C:11]5[C:6](=[CH:7][CH:8]=[CH:9][CH:10]=5)[N:5]=4)[CH2:37][CH2:36]3)[C:30]=2[CH:41]=1. The yield is 0.230. (2) The reactants are C(C1C=CC(C(C)C(OC2C=CC(C(OCC(O)CO)=O)=CC=2)=O)=CC=1)C(C)C.[CH:30]1[CH:31]=[CH:32][C:33]([NH:40][C:41]2[C:42]([Cl:48])=[CH:43][CH:44]=[CH:45][C:46]=2[Cl:47])=[C:34]([CH2:36][C:37]([OH:39])=[O:38])[CH:35]=1.C1CCC(N=C=NC2CCCCC2)CC1.O[C:65]1[CH:81]=[CH:80][C:68]([C:69]([O:71][CH2:72][CH:73]2[CH2:77][O:76][C:75]([CH3:79])([CH3:78])[O:74]2)=[O:70])=[CH:67][CH:66]=1. The catalyst is CN(C1C=CN=CC=1)C.C(Cl)Cl. The product is [Cl:48][C:42]1[CH:43]=[CH:44][CH:45]=[C:46]([Cl:47])[C:41]=1[NH:40][C:33]1[CH:32]=[CH:31][CH:30]=[CH:35][C:34]=1[CH2:36][C:37]([O:39][C:65]1[CH:81]=[CH:80][C:68]([C:69]([O:71][CH2:72][CH:73]2[CH2:77][O:76][C:75]([CH3:79])([CH3:78])[O:74]2)=[O:70])=[CH:67][CH:66]=1)=[O:38]. The yield is 0.530. (3) The product is [ClH:1].[ClH:1].[C:15]1([C:21]2[S:22][CH:23]=[C:24]([C:26]([N:28]3[CH2:33][CH2:32][NH:31][CH2:30][CH:29]3[CH2:41][O:42][C:43]3[CH:44]=[N:45][CH:46]=[CH:47][CH:48]=3)=[O:27])[N:25]=2)[CH:16]=[CH:17][CH:18]=[CH:19][CH:20]=1. The yield is 0.710. The catalyst is CO. The reactants are [ClH:1].O1CCOCC1.OC(C(F)(F)F)=O.[C:15]1([C:21]2[S:22][CH:23]=[C:24]([C:26]([N:28]3[CH2:33][CH2:32][N:31](C(OC(C)(C)C)=O)[CH2:30][CH:29]3[CH2:41][O:42][C:43]3[CH:44]=[N:45][CH:46]=[CH:47][CH:48]=3)=[O:27])[N:25]=2)[CH:20]=[CH:19][CH:18]=[CH:17][CH:16]=1. (4) The reactants are Cl.[CH3:2][C:3]1[C:7]([CH2:8][N:9]2[CH:13]=[C:12]([NH2:14])[CH:11]=[N:10]2)=[C:6]([CH3:15])[O:5][N:4]=1.[N:16]([CH:19]([CH:25]([CH3:27])[CH3:26])[C:20](OCC)=[O:21])=[C:17]=[O:18]. No catalyst specified. The product is [CH3:2][C:3]1[C:7]([CH2:8][N:9]2[CH:13]=[C:12]([N:14]3[C:20](=[O:21])[CH:19]([CH:25]([CH3:27])[CH3:26])[NH:16][C:17]3=[O:18])[CH:11]=[N:10]2)=[C:6]([CH3:15])[O:5][N:4]=1. The yield is 0.300. (5) The reactants are [CH2:1]([NH:3][C:4]([NH:6][C:7]1[NH:11][C:10]2[C:12]([C@H:27]3[CH2:31][CH2:30][CH2:29][O:28]3)=[C:13]([F:26])[C:14]([C:16]3[CH:17]=[N:18][C:19]([C:22]([OH:25])([CH3:24])[CH3:23])=[N:20][CH:21]=3)=[CH:15][C:9]=2[N:8]=1)=[O:5])[CH3:2].[CH3:32][C:33]([O:36][C:37](O[C:37]([O:36][C:33]([CH3:35])([CH3:34])[CH3:32])=[O:38])=[O:38])([CH3:35])[CH3:34]. The catalyst is CN(C=O)C.CN(C1C=CN=CC=1)C.O.CCOC(C)=O. The product is [C:37]([N:6]([C:7]1[NH:11][C:10]2[C:12]([C@H:27]3[CH2:31][CH2:30][CH2:29][O:28]3)=[C:13]([F:26])[C:14]([C:16]3[CH:17]=[N:18][C:19]([C:22]([OH:25])([CH3:24])[CH3:23])=[N:20][CH:21]=3)=[CH:15][C:9]=2[N:8]=1)[C:4](=[O:5])[N:3]([C:37]([O:36][C:33]([CH3:35])([CH3:34])[CH3:32])=[O:38])[CH2:1][CH3:2])([O:36][C:33]([CH3:35])([CH3:34])[CH3:32])=[O:38]. The yield is 0.731. (6) The reactants are [Br:1][C:2]1[CH:3]=[C:4]([CH:8]=[CH:9][C:10]=1[F:11])[C:5](O)=[O:6].C(Cl)(=O)C([Cl:15])=O.CN(C=O)C. The catalyst is C(Cl)Cl. The product is [Br:1][C:2]1[CH:3]=[C:4]([CH:8]=[CH:9][C:10]=1[F:11])[C:5]([Cl:15])=[O:6]. The yield is 0.940.